From a dataset of Forward reaction prediction with 1.9M reactions from USPTO patents (1976-2016). Predict the product of the given reaction. (1) The product is: [NH:12]1[C:13]2[C:9](=[CH:8][C:7]([C:5]3[S:6][C:2]([C:21]4[CH:22]=[C:17]([NH2:16])[CH:18]=[N:19][CH:20]=4)=[CH:3][CH:4]=3)=[CH:15][CH:14]=2)[CH:10]=[CH:11]1. Given the reactants Br[C:2]1[S:6][C:5]([C:7]2[CH:8]=[C:9]3[C:13](=[CH:14][CH:15]=2)[NH:12][CH:11]=[CH:10]3)=[CH:4][CH:3]=1.[NH2:16][C:17]1[CH:18]=[N:19][CH:20]=[C:21](B(O)O)[CH:22]=1, predict the reaction product. (2) Given the reactants Br[C:2]1[CH:3]=[C:4]([O:8][CH2:9][CH3:10])[CH:5]=[N:6][CH:7]=1.[CH3:11][N:12]([C:18]([O:20][C:21]([CH3:24])([CH3:23])[CH3:22])=[O:19])[CH:13]([CH2:15][CH:16]=[CH2:17])[CH3:14].C(N(CC)CC)C.C(#N)C, predict the reaction product. The product is: [CH3:11][N:12]([C:18]([O:20][C:21]([CH3:22])([CH3:24])[CH3:23])=[O:19])[CH:13]([CH2:15]/[CH:16]=[CH:17]/[C:2]1[CH:7]=[N:6][CH:5]=[C:4]([O:8][CH2:9][CH3:10])[CH:3]=1)[CH3:14]. (3) Given the reactants [CH2:1]([O:8][C:9]1[CH:14]=[C:13]([N+:15]([O-])=O)[CH:12]=[CH:11][C:10]=1[NH:18][C:19](=[O:21])[CH3:20])[C:2]1[CH:7]=[CH:6][CH:5]=[CH:4][CH:3]=1.NN, predict the reaction product. The product is: [NH2:15][C:13]1[CH:12]=[CH:11][C:10]([NH:18][C:19](=[O:21])[CH3:20])=[C:9]([O:8][CH2:1][C:2]2[CH:7]=[CH:6][CH:5]=[CH:4][CH:3]=2)[CH:14]=1. (4) Given the reactants [CH3:1][C:2]1[CH:9]=[CH:8][C:5]([CH:6]=[O:7])=[CH:4][CH:3]=1.[CH2:10]([Mg]Cl)[C:11]([CH3:14])([CH3:13])[CH3:12], predict the reaction product. The product is: [CH3:10][C:11]([CH3:14])([CH3:13])[CH2:12][CH:6]([C:5]1[CH:8]=[CH:9][C:2]([CH3:1])=[CH:3][CH:4]=1)[OH:7]. (5) Given the reactants [F:1][C:2]([F:29])([C:15]1[CH:16]=[C:17]2[C:22](=[CH:23][CH:24]=1)[C:21]([CH3:26])([CH3:25])[CH2:20][CH2:19][C:18]2([CH3:28])[CH3:27])[C:3]([NH:5][C:6]1[CH:7]=[C:8]([CH:12]=[CH:13][CH:14]=1)[C:9](O)=[O:10])=[O:4].Cl.[NH2:31][OH:32].O.CCN(CC)CC, predict the reaction product. The product is: [F:29][C:2]([F:1])([C:15]1[CH:16]=[C:17]2[C:22]([C:21]([CH3:25])([CH3:26])[CH2:20][CH2:19][C:18]2([CH3:27])[CH3:28])=[CH:23][CH:24]=1)[C:3]([NH:5][C:6]1[CH:7]=[C:8]([CH:12]=[CH:13][CH:14]=1)[C:9]([NH:31][OH:32])=[O:10])=[O:4]. (6) Given the reactants [F:1][C:2]1[CH:3]=[C:4]2[C:8](=[CH:9][CH:10]=1)[NH:7][C:6](=[O:11])[C:5]2=[CH:12][C:13]1[CH:14]=[C:15]([CH:19]=[CH:20][CH:21]=1)[C:16](O)=[O:17].Cl.C(N=C=NCCCN(C)C)C.OC1C2N=NNC=2C=CC=1.C(N(CC)CC)C.Cl.[CH3:52][O:53][C:54](=[O:61])[CH2:55][CH2:56][CH2:57][CH2:58][CH2:59][NH2:60], predict the reaction product. The product is: [CH3:52][O:53][C:54](=[O:61])[CH2:55][CH2:56][CH2:57][CH2:58][CH2:59][NH:60][C:16](=[O:17])[C:15]1[CH:19]=[CH:20][CH:21]=[C:13]([CH:12]=[C:5]2[C:4]3[C:8](=[CH:9][CH:10]=[C:2]([F:1])[CH:3]=3)[NH:7][C:6]2=[O:11])[CH:14]=1. (7) The product is: [Cl:1][C:2]1[C:3]([CH:4]=[C:14]([S:13][CH3:12])[S:15]([CH3:17])=[O:16])=[CH:6][CH:7]=[CH:8][C:9]=1[O:10][CH3:11]. Given the reactants [Cl:1][C:2]1[C:9]([O:10][CH3:11])=[CH:8][CH:7]=[CH:6][C:3]=1[CH:4]=O.[CH3:12][S:13][CH2:14][S:15]([CH3:17])=[O:16], predict the reaction product.